This data is from Catalyst prediction with 721,799 reactions and 888 catalyst types from USPTO. The task is: Predict which catalyst facilitates the given reaction. (1) Reactant: C([O:8][C:9](=[O:17])[CH2:10][N:11]1[CH2:15][CH2:14][CH2:13][C:12]1=[O:16])C1C=CC=CC=1. Product: [O:16]=[C:12]1[CH2:13][CH2:14][CH2:15][N:11]1[CH2:10][C:9]([OH:17])=[O:8]. The catalyst class is: 19. (2) Reactant: OC1C=CC=C2[C:11]=1[N:10]=CC=C2.[C-:12]#[N:13].[K+].[Cl:15][C:16]1[C:17](=[O:28])[C:18]2[CH:19]=[CH:20][CH:21]=[N:22][C:23]=2[C:24](=[O:27])[C:25]=1[Cl:26]. Product: [Cl:15][C:16]1[C:17](=[O:28])[C:18]2[CH:19]=[CH:20][CH:21]=[N:22][C:23]=2[C:24](=[O:27])[C:25]=1[Cl:26].[C:12]([C:16]1[C:17]([OH:28])=[C:18]2[C:23](=[C:24]([OH:27])[C:25]=1[C:11]#[N:10])[N:22]=[CH:21][CH:20]=[CH:19]2)#[N:13]. The catalyst class is: 776.